Regression. Given two drug SMILES strings and cell line genomic features, predict the synergy score measuring deviation from expected non-interaction effect. From a dataset of NCI-60 drug combinations with 297,098 pairs across 59 cell lines. (1) Drug 1: C1C(C(OC1N2C=C(C(=O)NC2=O)F)CO)O. Drug 2: CC(C)(C#N)C1=CC(=CC(=C1)CN2C=NC=N2)C(C)(C)C#N. Cell line: NCIH23. Synergy scores: CSS=3.37, Synergy_ZIP=-3.97, Synergy_Bliss=1.27, Synergy_Loewe=-10.0, Synergy_HSA=-1.34. (2) Cell line: LOX IMVI. Drug 1: C1=C(C(=O)NC(=O)N1)N(CCCl)CCCl. Synergy scores: CSS=56.1, Synergy_ZIP=6.01, Synergy_Bliss=5.50, Synergy_Loewe=10.9, Synergy_HSA=11.9. Drug 2: CC1CCC2CC(C(=CC=CC=CC(CC(C(=O)C(C(C(=CC(C(=O)CC(OC(=O)C3CCCCN3C(=O)C(=O)C1(O2)O)C(C)CC4CCC(C(C4)OC)OCCO)C)C)O)OC)C)C)C)OC. (3) Drug 1: COC1=C(C=C2C(=C1)N=CN=C2NC3=CC(=C(C=C3)F)Cl)OCCCN4CCOCC4. Synergy scores: CSS=44.0, Synergy_ZIP=-10.4, Synergy_Bliss=-1.34, Synergy_Loewe=0.619, Synergy_HSA=3.30. Drug 2: C1=NC2=C(N1)C(=S)N=C(N2)N. Cell line: SNB-75. (4) Drug 1: C1CN(P(=O)(OC1)NCCCl)CCCl. Drug 2: CC1C(C(CC(O1)OC2CC(CC3=C2C(=C4C(=C3O)C(=O)C5=C(C4=O)C(=CC=C5)OC)O)(C(=O)CO)O)N)O.Cl. Cell line: K-562. Synergy scores: CSS=37.6, Synergy_ZIP=-2.00, Synergy_Bliss=-4.05, Synergy_Loewe=-4.52, Synergy_HSA=-1.67. (5) Drug 1: CCCCCOC(=O)NC1=NC(=O)N(C=C1F)C2C(C(C(O2)C)O)O. Drug 2: CNC(=O)C1=NC=CC(=C1)OC2=CC=C(C=C2)NC(=O)NC3=CC(=C(C=C3)Cl)C(F)(F)F. Cell line: MDA-MB-435. Synergy scores: CSS=6.56, Synergy_ZIP=-0.703, Synergy_Bliss=2.65, Synergy_Loewe=3.96, Synergy_HSA=2.87. (6) Drug 1: C(CCl)NC(=O)N(CCCl)N=O. Drug 2: CC1C(C(CC(O1)OC2CC(CC3=C2C(=C4C(=C3O)C(=O)C5=CC=CC=C5C4=O)O)(C(=O)C)O)N)O. Cell line: SW-620. Synergy scores: CSS=41.4, Synergy_ZIP=-8.60, Synergy_Bliss=-6.90, Synergy_Loewe=-2.30, Synergy_HSA=-1.01. (7) Drug 1: C1C(C(OC1N2C=NC3=C(N=C(N=C32)Cl)N)CO)O. Drug 2: C1CC(C1)(C(=O)O)C(=O)O.[NH2-].[NH2-].[Pt+2]. Cell line: T-47D. Synergy scores: CSS=11.0, Synergy_ZIP=-4.02, Synergy_Bliss=-0.400, Synergy_Loewe=5.88, Synergy_HSA=5.82. (8) Drug 1: CC1=CC=C(C=C1)C2=CC(=NN2C3=CC=C(C=C3)S(=O)(=O)N)C(F)(F)F. Drug 2: C1C(C(OC1N2C=NC3=C2NC=NCC3O)CO)O. Cell line: KM12. Synergy scores: CSS=-4.56, Synergy_ZIP=5.12, Synergy_Bliss=13.6, Synergy_Loewe=-2.83, Synergy_HSA=-1.42. (9) Drug 1: CC1=C2C(C(=O)C3(C(CC4C(C3C(C(C2(C)C)(CC1OC(=O)C(C(C5=CC=CC=C5)NC(=O)OC(C)(C)C)O)O)OC(=O)C6=CC=CC=C6)(CO4)OC(=O)C)OC)C)OC. Drug 2: C1CCC(C1)C(CC#N)N2C=C(C=N2)C3=C4C=CNC4=NC=N3. Cell line: SF-295. Synergy scores: CSS=42.3, Synergy_ZIP=4.09, Synergy_Bliss=3.87, Synergy_Loewe=-20.3, Synergy_HSA=5.42. (10) Drug 1: C1=CC(=CC=C1C#N)C(C2=CC=C(C=C2)C#N)N3C=NC=N3. Drug 2: CC1=C(C=C(C=C1)C(=O)NC2=CC(=CC(=C2)C(F)(F)F)N3C=C(N=C3)C)NC4=NC=CC(=N4)C5=CN=CC=C5. Cell line: OVCAR3. Synergy scores: CSS=-5.88, Synergy_ZIP=7.69, Synergy_Bliss=9.19, Synergy_Loewe=-5.05, Synergy_HSA=-4.29.